This data is from Forward reaction prediction with 1.9M reactions from USPTO patents (1976-2016). The task is: Predict the product of the given reaction. (1) Given the reactants [CH3:1][N:2]1[CH2:7][CH2:6][CH:5]([CH2:8][CH2:9][O:10][C:11]2[CH:20]=[C:19]3[C:14]([C:15](=O)[NH:16][CH:17]=[N:18]3)=[CH:13][C:12]=2[O:22][CH3:23])[CH2:4][CH2:3]1.CN(C=O)C.S(Cl)([Cl:31])=O, predict the reaction product. The product is: [Cl:31][C:15]1[C:14]2[C:19](=[CH:20][C:11]([O:10][CH2:9][CH2:8][CH:5]3[CH2:6][CH2:7][N:2]([CH3:1])[CH2:3][CH2:4]3)=[C:12]([O:22][CH3:23])[CH:13]=2)[N:18]=[CH:17][N:16]=1. (2) Given the reactants ClC1C=CC(C2N=C(N3CC(NCC)(C(N)=O)C3)N3C(=O)NN=C3C=2C2C=CC(Cl)=CC=2)=CC=1.IC.[Cl:37][C:38]1[CH:43]=[CH:42][C:41]([C:44]2[N:49]=[C:48]([N:50]3[CH2:53][C:52]([NH:57][CH2:58][CH3:59])([C:54]([NH2:56])=[O:55])[CH2:51]3)[N:47]3[C:60](=[O:65])[N:61]([CH2:63]C)[N:62]=[C:46]3[C:45]=2[C:66]2[CH:71]=[CH:70][C:69]([Cl:72])=[CH:68][CH:67]=2)=[CH:40][CH:39]=1, predict the reaction product. The product is: [Cl:37][C:38]1[CH:39]=[CH:40][C:41]([C:44]2[N:49]=[C:48]([N:50]3[CH2:53][C:52]([NH:57][CH2:58][CH3:59])([C:54]([NH2:56])=[O:55])[CH2:51]3)[N:47]3[C:60](=[O:65])[N:61]([CH3:63])[N:62]=[C:46]3[C:45]=2[C:66]2[CH:67]=[CH:68][C:69]([Cl:72])=[CH:70][CH:71]=2)=[CH:42][CH:43]=1. (3) Given the reactants [CH3:1][CH:2]([CH:9]=[C:10]([CH3:12])[CH3:11])[CH2:3][CH2:4][CH2:5][CH2:6][CH:7]=[O:8].[BH4-].[Na+].CC(C)=O, predict the reaction product. The product is: [CH3:1][CH:2]([CH:9]=[C:10]([CH3:11])[CH3:12])[CH2:3][CH2:4][CH2:5][CH2:6][CH2:7][OH:8]. (4) The product is: [CH2:16]([O:23][C:24]1[CH:29]=[C:28]([C:6]2[N:2]([CH3:1])[N:3]=[CH:4][CH:5]=2)[CH:27]=[CH:26][C:25]=1[F:31])[C:17]1[CH:18]=[CH:19][CH:20]=[CH:21][CH:22]=1. Given the reactants [CH3:1][N:2]1[C:6](B2OC(C)(C)C(C)(C)O2)=[CH:5][CH:4]=[N:3]1.[CH2:16]([O:23][C:24]1[CH:29]=[C:28](Br)[CH:27]=[CH:26][C:25]=1[F:31])[C:17]1[CH:22]=[CH:21][CH:20]=[CH:19][CH:18]=1.C(=O)([O-])[O-].[Na+].[Na+].CCOC(C)=O, predict the reaction product. (5) Given the reactants [OH:1][CH2:2][CH2:3][CH2:4][Si:5]([C:18]1[CH:23]=[CH:22][CH:21]=[CH:20][CH:19]=1)([C:12]1[CH:17]=[CH:16][CH:15]=[CH:14][CH:13]=1)[C:6]1[CH:11]=[CH:10][CH:9]=[CH:8][CH:7]=1.C(N(CC)CC)C.[C:31](Cl)(=[O:35])[C:32]([CH3:34])=[CH2:33], predict the reaction product. The product is: [C:31]([O:1][CH2:2][CH2:3][CH2:4][Si:5]([C:18]1[CH:23]=[CH:22][CH:21]=[CH:20][CH:19]=1)([C:6]1[CH:11]=[CH:10][CH:9]=[CH:8][CH:7]=1)[C:12]1[CH:13]=[CH:14][CH:15]=[CH:16][CH:17]=1)(=[O:35])[C:32]([CH3:34])=[CH2:33]. (6) Given the reactants [CH3:1][O:2][C:3]1[CH:4]=[C:5]2[C:10](=[CH:11][C:12]=1[O:13][CH2:14][CH2:15][O:16][CH3:17])[N:9]=[CH:8][N:7]=[C:6]2[O:18][C:19]1[CH:20]=[C:21]([CH:23]=[CH:24][CH:25]=1)[NH2:22].[CH:26]1([C:31]2[CH:35]=[C:34]([NH:36][C:37](=O)[O:38]C3C=CC=CC=3)[O:33][N:32]=2)[CH2:30][CH2:29][CH2:28][CH2:27]1.C(N(CC)C(C)C)(C)C, predict the reaction product. The product is: [CH:26]1([C:31]2[CH:35]=[C:34]([NH:36][C:37]([NH:22][C:21]3[CH:23]=[CH:24][CH:25]=[C:19]([O:18][C:6]4[C:5]5[C:10](=[CH:11][C:12]([O:13][CH2:14][CH2:15][O:16][CH3:17])=[C:3]([O:2][CH3:1])[CH:4]=5)[N:9]=[CH:8][N:7]=4)[CH:20]=3)=[O:38])[O:33][N:32]=2)[CH2:27][CH2:28][CH2:29][CH2:30]1. (7) Given the reactants [CH3:1][NH2:2].[CH2:3]([O:5][C:6]1[C:13]([O:14][C:15]([F:18])([F:17])[F:16])=[CH:12][CH:11]=[CH:10][C:7]=1[CH:8]=O)[CH3:4].[BH4-].[Na+], predict the reaction product. The product is: [CH2:3]([O:5][C:6]1[C:13]([O:14][C:15]([F:18])([F:17])[F:16])=[CH:12][CH:11]=[CH:10][C:7]=1[CH2:8][CH2:1][NH2:2])[CH3:4].